From a dataset of Full USPTO retrosynthesis dataset with 1.9M reactions from patents (1976-2016). Predict the reactants needed to synthesize the given product. (1) The reactants are: [CH2:1]([O:9][C:10]1[C@@:15]([CH2:20][CH:21]([CH2:23][OH:24])[OH:22])([C@H:16]([CH2:18][OH:19])[OH:17])[O:14][C:12](=[O:13])[C:11]=1[OH:25])[CH2:2][CH2:3][CH2:4][CH2:5][CH2:6][CH2:7][CH3:8].C(=O)([O-])O.[Na+].[CH2:31](Br)[CH2:32][CH2:33][CH2:34][CH2:35][CH2:36][CH2:37][CH2:38][CH2:39][CH2:40][CH2:41][CH2:42][CH2:43][CH2:44][CH2:45][CH3:46]. Given the product [CH2:1]([O:9][C:10]1[C@@:15]([CH2:20][CH:21]([CH2:23][OH:24])[OH:22])([C@H:16]([CH2:18][OH:19])[OH:17])[O:14][C:12](=[O:13])[C:11]=1[O:25][CH2:46][CH2:45][CH2:44][CH2:43][CH2:42][CH2:41][CH2:40][CH2:39][CH2:38][CH2:37][CH2:36][CH2:35][CH2:34][CH2:33][CH2:32][CH3:31])[CH2:2][CH2:3][CH2:4][CH2:5][CH2:6][CH2:7][CH3:8], predict the reactants needed to synthesize it. (2) Given the product [Br:5][CH2:1][CH:39]=[CH:38][C:34]1([CH3:37])[CH2:35][CH2:36][CH:32]([CH2:31][O:30][Si:29]([C:25]([CH3:27])([CH3:28])[CH3:26])([C:19]2[CH:20]=[CH:21][CH:22]=[CH:23][CH:24]=2)[C:19]2[CH:24]=[CH:23][CH:22]=[CH:21][CH:20]=2)[C:33]1([CH3:43])[CH3:42], predict the reactants needed to synthesize it. The reactants are: [C:1]([Br:5])(Br)(Br)Br.[C:19]1(P([C:19]2[CH:24]=[CH:23][CH:22]=[CH:21][CH:20]=2)[C:19]2[CH:24]=[CH:23][CH:22]=[CH:21][CH:20]=2)[CH:24]=[CH:23][CH:22]=[CH:21][CH:20]=1.[C:25]([SiH2:29][O:30][C:31](C1C=CC=CC=1)(C1C=CC=CC=1)[CH:32]1[CH2:36][CH2:35][C:34]([CH:38]=[CH:39]CO)([CH3:37])[C:33]1([CH3:43])[CH3:42])([CH3:28])([CH3:27])[CH3:26]. (3) Given the product [C:1]([O:5][C:6]([N:8]1[CH2:9][CH2:10][CH:11]([CH2:14][CH2:15][CH2:16][C:17]([C:18]2[CH:19]=[CH:20][C:21]([S:24]([CH3:26])=[O:25])=[CH:22][CH:23]=2)=[O:27])[CH2:12][CH2:13]1)=[O:7])([CH3:4])([CH3:3])[CH3:2], predict the reactants needed to synthesize it. The reactants are: [C:1]([O:5][C:6]([N:8]1[CH2:13][CH2:12][CH:11]([CH2:14][CH2:15][CH2:16][CH:17]([OH:27])[C:18]2[CH:23]=[CH:22][C:21]([S:24]([CH3:26])=[O:25])=[CH:20][CH:19]=2)[CH2:10][CH2:9]1)=[O:7])([CH3:4])([CH3:3])[CH3:2].CC(OI1(OC(C)=O)(OC(C)=O)OC(=O)C2C=CC=CC1=2)=O. (4) Given the product [Br:21][C:2]1[CH:3]=[C:4]2[C:17]([CH3:19])([CH3:18])[C:16]([CH3:20])=[N:15][C:5]2=[N+:6]([CH2:8][CH2:9][CH2:10][S:11]([O-:14])(=[O:13])=[O:12])[CH:7]=1, predict the reactants needed to synthesize it. The reactants are: Cl[C:2]1[CH:3]=[C:4]2[C:17]([CH3:19])([CH3:18])[C:16]([CH3:20])=[N:15][C:5]2=[N+:6]([CH2:8][CH2:9][CH2:10][S:11]([O-:14])(=[O:13])=[O:12])[CH:7]=1.[Br:21]C1C=C2C(C)(C)C(C)=NC2=NC=1. (5) Given the product [OH:8][C:9]1[C:18]2[CH:17]=[N:16][CH:15]=[N:14][C:13]=2[N:12]([OH:19])[C:11](=[O:27])[C:10]=1[C:28]1[CH:29]=[CH:30][C:31]([O:34][CH3:35])=[CH:32][CH:33]=1, predict the reactants needed to synthesize it. The reactants are: C([O:8][C:9]1[C:18]2[CH:17]=[N:16][CH:15]=[N:14][C:13]=2[N:12]([O:19]CC2C=CC=CC=2)[C:11](=[O:27])[C:10]=1[C:28]1[CH:33]=[CH:32][C:31]([O:34][CH3:35])=[CH:30][CH:29]=1)C1C=CC=CC=1.CO.[H][H]. (6) The reactants are: [CH3:1][N:2]1[CH2:8][CH2:7][CH:6]([OH:9])[C:5]2[CH:10]=[CH:11][O:12][C:4]=2[CH2:3]1.[Cl:13][C:14]1[CH:19]=[CH:18][CH:17]=[CH:16][C:15]=1F. Given the product [ClH:13].[Cl:13][C:14]1[CH:19]=[CH:18][CH:17]=[CH:16][C:15]=1[O:9][CH:6]1[CH2:7][CH2:8][N:2]([CH3:1])[CH2:3][C:4]2[O:12][CH:11]=[CH:10][C:5]1=2, predict the reactants needed to synthesize it.